Predict the reactants needed to synthesize the given product. From a dataset of Full USPTO retrosynthesis dataset with 1.9M reactions from patents (1976-2016). (1) Given the product [CH2:11]([OH:12])[C@H:9]([C@H:7]([C@@H:5]([C@@H:3]([CH2:2][OH:1])[OH:4])[OH:6])[OH:8])[OH:10], predict the reactants needed to synthesize it. The reactants are: [O:1]=[CH:2][C@H:3]([C@H:5]([C@@H:7]([C@@H:9]([CH2:11][OH:12])[OH:10])[OH:8])[OH:6])[OH:4].[BH4-].[Na+].C(OCC)(=O)C. (2) Given the product [Si:19]([O:18][CH:16]1[CH2:17][NH:14][CH2:15]1)([C:22]([CH3:25])([CH3:24])[CH3:23])([CH3:21])[CH3:20], predict the reactants needed to synthesize it. The reactants are: C([N:14]1[CH2:17][CH:16]([O:18][Si:19]([C:22]([CH3:25])([CH3:24])[CH3:23])([CH3:21])[CH3:20])[CH2:15]1)(C1C=CC=CC=1)C1C=CC=CC=1.[H][H]. (3) The reactants are: [CH3:1][O:2][C:3](=[O:15])[C:4](=[O:14])[CH:5]([Cl:13])C1C=CC(F)=CC=1.[CH3:16]C1C=C(C)C=CC=1C=O.F[C:27]1[CH:34]=[CH:33][C:30]([CH:31]=O)=[CH:29][CH:28]=1. Given the product [CH3:1][O:2][C:3](=[O:15])[C:4](=[O:14])[CH:5]([Cl:13])[C:27]1[CH:34]=[CH:33][C:30]([CH3:31])=[CH:29][C:28]=1[CH3:16], predict the reactants needed to synthesize it. (4) The reactants are: CS(O[CH2:6][C@H:7]1[O:16][C:11]2=[N:12][CH:13]=[CH:14][CH:15]=[C:10]2[O:9][CH2:8]1)(=O)=O.[CH2:17]([NH2:24])[C:18]1[CH:23]=[CH:22][CH:21]=[CH:20][CH:19]=1.C([O-])(O)=O.[Na+]. Given the product [C:18]1([CH2:17][NH:24][CH2:6][C@@H:7]2[O:16][C:11]3=[N:12][CH:13]=[CH:14][CH:15]=[C:10]3[O:9][CH2:8]2)[CH:23]=[CH:22][CH:21]=[CH:20][CH:19]=1, predict the reactants needed to synthesize it. (5) Given the product [OH:11][C:7]([C:9]1[O:12][C:13]2[CH:18]=[CH:17][C:16]([CH2:19][C:20]([O:22][CH3:23])=[O:21])=[CH:15][C:14]=2[CH:10]=1)([C:4]1[CH:5]=[CH:6][N:1]=[CH:2][CH:3]=1)[CH3:8], predict the reactants needed to synthesize it. The reactants are: [N:1]1[CH:6]=[CH:5][C:4]([C:7]([OH:11])([C:9]#[CH:10])[CH3:8])=[CH:3][CH:2]=1.[OH:12][C:13]1[CH:18]=[CH:17][C:16]([CH2:19][C:20]([O:22][CH3:23])=[O:21])=[CH:15][C:14]=1I. (6) Given the product [OH:2][CH2:3][CH2:4][CH2:5][S:6]([C:9]1[CH:14]=[C:13]([CH:15]([NH:19][C:20]([C:22]2[CH:23]=[N:24][N:25]([C:28]3[CH:29]=[CH:30][C:31]([Cl:34])=[CH:32][CH:33]=3)[C:26]=2[CH3:27])=[O:21])[CH2:16][CH2:17][CH3:18])[CH:12]=[N:11][CH:10]=1)(=[O:8])=[O:7], predict the reactants needed to synthesize it. The reactants are: C[O:2][C:3](=O)[CH2:4][CH2:5][S:6]([C:9]1[CH:10]=[N:11][CH:12]=[C:13]([CH:15]([NH:19][C:20]([C:22]2[CH:23]=[N:24][N:25]([C:28]3[CH:33]=[CH:32][C:31]([Cl:34])=[CH:30][CH:29]=3)[C:26]=2[CH3:27])=[O:21])[CH2:16][CH2:17][CH3:18])[CH:14]=1)(=[O:8])=[O:7].[BH4-].[Li+]. (7) Given the product [ClH:12].[CH3:1][C@@H:2]1[CH2:7][CH2:6][CH2:5][NH:4][C@@H:3]1[C:8]([O:10][CH3:11])=[O:9], predict the reactants needed to synthesize it. The reactants are: [CH3:1][C:2]1[C:3]([C:8]([O:10][CH3:11])=[O:9])=[N:4][CH:5]=[CH:6][CH:7]=1.[ClH:12].